This data is from Forward reaction prediction with 1.9M reactions from USPTO patents (1976-2016). The task is: Predict the product of the given reaction. (1) Given the reactants [NH2:1][C:2]1[CH:7]=[CH:6][C:5]([CH2:8][CH2:9][C:10]([NH2:12])=[O:11])=[CH:4][C:3]=1[C:13]1[CH2:18][CH2:17][C:16]([CH3:20])([CH3:19])[CH2:15][CH:14]=1.[C:21]([C:23]1[N:24]=[C:25]([C:36]([O-])=[O:37])[N:26]([CH2:28][O:29][CH2:30][CH2:31][Si:32]([CH3:35])([CH3:34])[CH3:33])[CH:27]=1)#[N:22].[K+], predict the reaction product. The product is: [C:10]([CH2:9][CH2:8][C:5]1[CH:6]=[CH:7][C:2]([NH:1][C:36]([C:25]2[N:26]([CH2:28][O:29][CH2:30][CH2:31][Si:32]([CH3:35])([CH3:34])[CH3:33])[CH:27]=[C:23]([C:21]#[N:22])[N:24]=2)=[O:37])=[C:3]([C:13]2[CH2:18][CH2:17][C:16]([CH3:20])([CH3:19])[CH2:15][CH:14]=2)[CH:4]=1)(=[O:11])[NH2:12]. (2) The product is: [NH2:31][CH2:30][C:29]1[CH:28]=[CH:27][C:26]([NH:25][C:17]2[N:16]=[C:15]([CH2:14][CH2:13][C:12]3[CH:41]=[CH:42][CH:43]=[CH:44][C:11]=3[CH2:10][C:9]([NH2:8])=[O:45])[C:20]([C:21]([F:23])([F:24])[F:22])=[CH:19][N:18]=2)=[CH:40][CH:39]=1. Given the reactants C(O)(C(F)(F)F)=O.[NH2:8][C:9](=[O:45])[CH2:10][C:11]1[CH:44]=[CH:43][CH:42]=[CH:41][C:12]=1[CH2:13][CH2:14][C:15]1[C:20]([C:21]([F:24])([F:23])[F:22])=[CH:19][N:18]=[C:17]([NH:25][C:26]2[CH:40]=[CH:39][C:29]([CH2:30][NH:31]C(=O)OC(C)(C)C)=[CH:28][CH:27]=2)[N:16]=1, predict the reaction product.